This data is from Full USPTO retrosynthesis dataset with 1.9M reactions from patents (1976-2016). The task is: Predict the reactants needed to synthesize the given product. (1) Given the product [NH2:4][C:7]1[CH:36]=[CH:35][C:10]([CH2:11][N:12]2[CH:17]=[C:16]([C:18]3[O:22][N:21]=[C:20]([C:23]4[CH:28]=[CH:27][C:26]([O:29][C:30]([F:31])([F:33])[F:32])=[CH:25][CH:24]=4)[N:19]=3)[CH:15]=[CH:14][C:13]2=[O:34])=[CH:9][CH:8]=1, predict the reactants needed to synthesize it. The reactants are: [In].[Cl-].[NH4+].[N+:4]([C:7]1[CH:36]=[CH:35][C:10]([CH2:11][N:12]2[CH:17]=[C:16]([C:18]3[O:22][N:21]=[C:20]([C:23]4[CH:28]=[CH:27][C:26]([O:29][C:30]([F:33])([F:32])[F:31])=[CH:25][CH:24]=4)[N:19]=3)[CH:15]=[CH:14][C:13]2=[O:34])=[CH:9][CH:8]=1)([O-])=O.C(OCC)(=O)C. (2) Given the product [CH3:14][C:12]1[C:11]([O:15][CH2:31][C:26]2[CH:27]=[CH:28][CH:29]=[CH:30][C:25]=2[O:24][CH2:23][C:22]2[CH:33]=[CH:34][C:19]([C:18]([F:17])([F:35])[F:36])=[CH:20][CH:21]=2)=[CH:10][C:7]2[S:8][CH:9]=[C:5]([CH2:4][C:3]([OH:2])=[O:16])[C:6]=2[CH:13]=1, predict the reactants needed to synthesize it. The reactants are: C[O:2][C:3](=[O:16])[CH2:4][C:5]1[C:6]2[CH:13]=[C:12]([CH3:14])[C:11]([OH:15])=[CH:10][C:7]=2[S:8][CH:9]=1.[F:17][C:18]([F:36])([F:35])[C:19]1[CH:34]=[CH:33][C:22]([CH2:23][O:24][C:25]2[CH:30]=[CH:29][CH:28]=[CH:27][C:26]=2[CH2:31]O)=[CH:21][CH:20]=1.COC(=O)CC1C2C=CC=C(O)C=2SC=1. (3) The reactants are: [C:1]([C:4]1[CH:5]=[C:6]([CH:9]=[CH:10][CH:11]=1)[CH2:7]Br)(=[O:3])[CH3:2].[Na].[C:13]([O:19][CH2:20][CH3:21])(=[O:18])[CH2:14][C:15]([CH3:17])=[O:16]. Given the product [C:1]([C:4]1[CH:5]=[C:6]([CH:9]=[CH:10][CH:11]=1)[CH2:7][CH:14]([C:15](=[O:16])[CH3:17])[C:13]([O:19][CH2:20][CH3:21])=[O:18])(=[O:3])[CH3:2], predict the reactants needed to synthesize it. (4) The reactants are: [Cl:1][C:2]1[CH:7]=[CH:6][C:5]([N:8]2[CH2:13][CH2:12][N:11]([C:14](=[O:27])[CH2:15][N:16]3[C:20]4=[N:21][CH:22]=[C:23]([Cl:25])[CH:24]=[C:19]4[C:18](I)=[N:17]3)[CH2:10][CH2:9]2)=[CH:4][C:3]=1[O:28][CH3:29].C([Mg]Cl)(C)C.[Cl-].[NH4+]. Given the product [Cl:1][C:2]1[CH:7]=[CH:6][C:5]([N:8]2[CH2:9][CH2:10][N:11]([C:14](=[O:27])[CH2:15][N:16]3[C:20]4=[N:21][CH:22]=[C:23]([Cl:25])[CH:24]=[C:19]4[CH:18]=[N:17]3)[CH2:12][CH2:13]2)=[CH:4][C:3]=1[O:28][CH3:29], predict the reactants needed to synthesize it.